This data is from Full USPTO retrosynthesis dataset with 1.9M reactions from patents (1976-2016). The task is: Predict the reactants needed to synthesize the given product. (1) Given the product [CH2:29]([N:26]1[C:21]2=[N:22][C:23]([CH2:24][CH3:25])=[C:18]([CH2:17][NH:16][C:14](=[O:15])[C:13]3[CH:38]=[CH:39][C:10]([CH2:9][CH2:8][CH2:7][CH2:6][CH2:5][CH2:4][CH2:3][CH2:2][N:41]([CH2:42][CH2:43][OH:44])[CH3:40])=[CH:11][CH:12]=3)[C:19]([NH:31][CH:32]3[CH2:37][CH2:36][O:35][CH2:34][CH2:33]3)=[C:20]2[CH:28]=[N:27]1)[CH3:30], predict the reactants needed to synthesize it. The reactants are: Br[CH2:2][CH2:3][CH2:4][CH2:5][CH2:6][CH2:7][CH2:8][CH2:9][C:10]1[CH:39]=[CH:38][C:13]([C:14]([NH:16][CH2:17][C:18]2[C:19]([NH:31][CH:32]3[CH2:37][CH2:36][O:35][CH2:34][CH2:33]3)=[C:20]3[CH:28]=[N:27][N:26]([CH2:29][CH3:30])[C:21]3=[N:22][C:23]=2[CH2:24][CH3:25])=[O:15])=[CH:12][CH:11]=1.[CH3:40][NH:41][CH2:42][CH2:43][OH:44].C(N(CC)C(C)C)(C)C. (2) The reactants are: [C:1]([O:7][CH2:8][N:9]1[C:13]2[N:14]=[CH:15][N:16]=[C:17]([C:18]3[CH:19]=[N:20][N:21](/[C:23](/[CH:28]4[CH2:32][CH2:31][CH2:30][CH2:29]4)=[CH:24]\[C:25]([NH2:27])=[O:26])[CH:22]=3)[C:12]=2[CH:11]=[CH:10]1)(=[O:6])[C:2]([CH3:5])([CH3:4])[CH3:3].O1CCCC1.[H][H]. Given the product [C:1]([O:7][CH2:8][N:9]1[C:13]2[N:14]=[CH:15][N:16]=[C:17]([C:18]3[CH:19]=[N:20][N:21]([CH:23]([CH:28]4[CH2:32][CH2:31][CH2:30][CH2:29]4)[CH2:24][C:25]([NH2:27])=[O:26])[CH:22]=3)[C:12]=2[CH:11]=[CH:10]1)(=[O:6])[C:2]([CH3:4])([CH3:5])[CH3:3], predict the reactants needed to synthesize it. (3) Given the product [CH:17]1([C:14]2[N:13]=[C:12]([CH2:11][S:8]([C:3]3[CH:4]=[CH:5][CH:6]=[CH:7][C:2]=3[C:25]3[CH:24]=[CH:23][C:22]([C:36]4[CH:41]=[N:40][C:39]([NH2:42])=[N:38][CH:37]=4)=[C:21]([F:20])[CH:26]=3)(=[O:10])=[O:9])[O:16][N:15]=2)[CH2:19][CH2:18]1, predict the reactants needed to synthesize it. The reactants are: Br[C:2]1[CH:7]=[CH:6][CH:5]=[CH:4][C:3]=1[S:8]([CH2:11][C:12]1[O:16][N:15]=[C:14]([CH:17]2[CH2:19][CH2:18]2)[N:13]=1)(=[O:10])=[O:9].[F:20][C:21]1[CH:26]=[C:25](B2OC(C)(C)C(C)(C)O2)[CH:24]=[CH:23][C:22]=1[C:36]1[CH:37]=[N:38][C:39]([NH2:42])=[N:40][CH:41]=1.